From a dataset of Reaction yield outcomes from USPTO patents with 853,638 reactions. Predict the reaction yield, written as a fraction of the theoretical maximum amount of product (1.0 means a 100% yield; for example, 0.34 means a 34% yield). (1) The catalyst is C1(C)C=CC=CC=1. The product is [CH3:1][O:2][C:3](=[O:18])[C:4]1[CH:9]=[C:8]([N+:10]([O-:12])=[O:11])[C:7]([C:13]([F:16])([F:15])[F:14])=[CH:6][C:5]=1[N:17]=[C:19]=[O:20]. The reactants are [CH3:1][O:2][C:3](=[O:18])[C:4]1[CH:9]=[C:8]([N+:10]([O-:12])=[O:11])[C:7]([C:13]([F:16])([F:15])[F:14])=[CH:6][C:5]=1[NH2:17].[C:19](Cl)(Cl)=[O:20]. The yield is 1.00. (2) The reactants are [CH2:1]([C:3]1[CH:7]=[C:6]([C:8]([OH:10])=O)[N:5]([CH3:11])[N:4]=1)[CH3:2].CN(C)C=O.C(Cl)(=O)C(Cl)=O.[NH2:23][C:24]1[CH:25]=[C:26]([CH:43]=[CH:44][C:45]=1[Cl:46])[O:27][C:28]1[CH:29]=[CH:30][C:31]2[N:32]([CH:34]=[C:35]([NH:37][C:38]([CH:40]3[CH2:42][CH2:41]3)=[O:39])[N:36]=2)[N:33]=1. The catalyst is CN(C)C(=O)C.O1CCCC1. The product is [Cl:46][C:45]1[CH:44]=[CH:43][C:26]([O:27][C:28]2[CH:29]=[CH:30][C:31]3[N:32]([CH:34]=[C:35]([NH:37][C:38]([CH:40]4[CH2:42][CH2:41]4)=[O:39])[N:36]=3)[N:33]=2)=[CH:25][C:24]=1[NH:23][C:8]([C:6]1[N:5]([CH3:11])[N:4]=[C:3]([CH2:1][CH3:2])[CH:7]=1)=[O:10]. The yield is 0.640.